Dataset: NCI-60 drug combinations with 297,098 pairs across 59 cell lines. Task: Regression. Given two drug SMILES strings and cell line genomic features, predict the synergy score measuring deviation from expected non-interaction effect. (1) Drug 1: C1=NC2=C(N1)C(=S)N=CN2. Drug 2: C1C(C(OC1N2C=NC(=NC2=O)N)CO)O. Cell line: HT29. Synergy scores: CSS=25.6, Synergy_ZIP=-4.40, Synergy_Bliss=-0.633, Synergy_Loewe=-0.280, Synergy_HSA=-0.210. (2) Drug 1: CCC(=C(C1=CC=CC=C1)C2=CC=C(C=C2)OCCN(C)C)C3=CC=CC=C3.C(C(=O)O)C(CC(=O)O)(C(=O)O)O. Drug 2: C1CC(C1)(C(=O)O)C(=O)O.[NH2-].[NH2-].[Pt+2]. Cell line: NCI-H522. Synergy scores: CSS=15.6, Synergy_ZIP=-3.37, Synergy_Bliss=-2.43, Synergy_Loewe=-4.49, Synergy_HSA=-2.24. (3) Drug 1: CN(CC1=CN=C2C(=N1)C(=NC(=N2)N)N)C3=CC=C(C=C3)C(=O)NC(CCC(=O)O)C(=O)O. Drug 2: C1CC(C1)(C(=O)O)C(=O)O.[NH2-].[NH2-].[Pt+2]. Cell line: OVCAR-5. Synergy scores: CSS=42.2, Synergy_ZIP=-6.98, Synergy_Bliss=-7.75, Synergy_Loewe=-7.47, Synergy_HSA=-4.90. (4) Drug 1: CN1CCC(CC1)COC2=C(C=C3C(=C2)N=CN=C3NC4=C(C=C(C=C4)Br)F)OC. Drug 2: CS(=O)(=O)C1=CC(=C(C=C1)C(=O)NC2=CC(=C(C=C2)Cl)C3=CC=CC=N3)Cl. Cell line: M14. Synergy scores: CSS=-6.43, Synergy_ZIP=2.89, Synergy_Bliss=-0.288, Synergy_Loewe=-4.47, Synergy_HSA=-4.17. (5) Drug 1: CC(CN1CC(=O)NC(=O)C1)N2CC(=O)NC(=O)C2. Drug 2: COC1=C2C(=CC3=C1OC=C3)C=CC(=O)O2. Cell line: UACC62. Synergy scores: CSS=14.7, Synergy_ZIP=-4.85, Synergy_Bliss=-0.510, Synergy_Loewe=-0.836, Synergy_HSA=-0.196. (6) Drug 1: C1CN1P(=S)(N2CC2)N3CC3. Drug 2: COCCOC1=C(C=C2C(=C1)C(=NC=N2)NC3=CC=CC(=C3)C#C)OCCOC.Cl. Cell line: SNB-75. Synergy scores: CSS=1.71, Synergy_ZIP=-0.248, Synergy_Bliss=-1.23, Synergy_Loewe=-3.05, Synergy_HSA=-2.99. (7) Drug 1: C1=CN(C=N1)CC(O)(P(=O)(O)O)P(=O)(O)O. Drug 2: CS(=O)(=O)OCCCCOS(=O)(=O)C. Cell line: NCI-H460. Synergy scores: CSS=36.4, Synergy_ZIP=-3.11, Synergy_Bliss=-0.428, Synergy_Loewe=-1.68, Synergy_HSA=-1.30.